This data is from CYP3A4 inhibition data for predicting drug metabolism from PubChem BioAssay. The task is: Regression/Classification. Given a drug SMILES string, predict its absorption, distribution, metabolism, or excretion properties. Task type varies by dataset: regression for continuous measurements (e.g., permeability, clearance, half-life) or binary classification for categorical outcomes (e.g., BBB penetration, CYP inhibition). Dataset: cyp3a4_veith. The molecule is Nc1ccc(S(=O)(=O)Nc2cnc3ccccc3n2)cc1. The result is 0 (non-inhibitor).